Dataset: Full USPTO retrosynthesis dataset with 1.9M reactions from patents (1976-2016). Task: Predict the reactants needed to synthesize the given product. (1) Given the product [CH2:1]([O:3][C:4]1[CH:9]=[C:8]([CH2:10][N:40]2[CH2:39][C:38]3([CH2:49][C:35]([N:32]4[CH2:33][CH2:34][C:29]([CH3:50])([C:27]([O:26][CH2:24][CH3:25])=[O:28])[CH2:30][CH2:31]4)=[N:36][O:37]3)[CH2:41]2)[CH:7]=[CH:6][C:5]=1[C:12]1[CH:17]=[CH:16][C:15]([F:18])=[CH:14][C:13]=1[O:19][CH2:20][CH2:21][O:22][CH3:23])[CH3:2], predict the reactants needed to synthesize it. The reactants are: [CH2:1]([O:3][C:4]1[CH:9]=[C:8]([CH:10]=O)[CH:7]=[CH:6][C:5]=1[C:12]1[CH:17]=[CH:16][C:15]([F:18])=[CH:14][C:13]=1[O:19][CH2:20][CH2:21][O:22][CH3:23])[CH3:2].[CH2:24]([O:26][C:27]([C:29]1([CH3:50])[CH2:34][CH2:33][N:32]([C:35]2[CH2:49][C:38]3([CH2:41][N:40](C(OC(C)(C)C)=O)[CH2:39]3)[O:37][N:36]=2)[CH2:31][CH2:30]1)=[O:28])[CH3:25]. (2) Given the product [CH2:8]([CH:15]1[C:23]2[C:18](=[CH:19][CH:20]=[C:21]([Cl:24])[CH:22]=2)[C:17](=[O:25])[NH:16]1)[C:9]1[CH:10]=[CH:11][CH:12]=[CH:13][CH:14]=1, predict the reactants needed to synthesize it. The reactants are: C([SiH](CC)CC)C.[CH2:8]([C:15]1(O)[C:23]2[C:18](=[CH:19][CH:20]=[C:21]([Cl:24])[CH:22]=2)[C:17](=[O:25])[NH:16]1)[C:9]1[CH:14]=[CH:13][CH:12]=[CH:11][CH:10]=1.C(C1(O)C2C(=CC(Cl)=CC=2)C(=O)N1)C1C=CC=CC=1. (3) Given the product [CH2:26]([O:28][C:29]1[CH:30]=[C:31]2[C:36](=[CH:37][CH:38]=1)[C@H:35]([C:39](=[O:40])[NH:41][C:42]1[CH:47]=[C:46]([F:48])[C:45]([C:49]([CH3:54])([CH3:55])[CH2:50][O:51][CH2:52][CH3:53])=[C:44]([F:56])[CH:43]=1)[N:34]([C:68]([C@@H:66]1[CH2:65][C@H:64]([CH2:63][C:62]([O:61][C:57]([CH3:60])([CH3:59])[CH3:58])=[O:71])[CH2:67]1)=[O:69])[CH2:33][CH2:32]2)[CH3:27], predict the reactants needed to synthesize it. The reactants are: CN(C(ON1N=NC2C=CC=NC1=2)=[N+](C)C)C.F[P-](F)(F)(F)(F)F.Cl.[CH2:26]([O:28][C:29]1[CH:30]=[C:31]2[C:36](=[CH:37][CH:38]=1)[C@H:35]([C:39]([NH:41][C:42]1[CH:47]=[C:46]([F:48])[C:45]([C:49]([CH3:55])([CH3:54])[CH2:50][O:51][CH2:52][CH3:53])=[C:44]([F:56])[CH:43]=1)=[O:40])[NH:34][CH2:33][CH2:32]2)[CH3:27].[C:57]([O:61][C:62](=[O:71])[CH2:63][C@@H:64]1[CH2:67][C@H:66]([C:68](O)=[O:69])[CH2:65]1)([CH3:60])([CH3:59])[CH3:58].CCN(C(C)C)C(C)C. (4) Given the product [F:33][C:2]([F:1])([F:32])[C:3]1[CH:4]=[C:5]([NH:9][C:10]([N:12]2[C:20]3[C:15](=[CH:16][C:17]([O:21][C:22]4[CH:27]=[CH:26][N:25]=[C:24]([CH2:28][NH2:29])[CH:23]=4)=[CH:18][CH:19]=3)[CH:14]=[CH:13]2)=[O:11])[CH:6]=[CH:7][CH:8]=1, predict the reactants needed to synthesize it. The reactants are: [F:1][C:2]([F:33])([F:32])[C:3]1[CH:4]=[C:5]([NH:9][C:10]([N:12]2[C:20]3[C:15](=[CH:16][C:17]([O:21][C:22]4[CH:27]=[CH:26][N:25]=[C:24]([CH2:28][N:29]=[N+]=[N-])[CH:23]=4)=[CH:18][CH:19]=3)[CH:14]=[CH:13]2)=[O:11])[CH:6]=[CH:7][CH:8]=1.[H-].[Al+3].[Li+].[H-].[H-].[H-]. (5) Given the product [F:16][CH:2]([F:1])[O:3][C:4]1[CH:5]=[C:6]2[C:11](=[CH:12][CH:13]=1)[O:10][C:9](=[O:14])[CH:8]=[C:7]2[O:15][S:26]([C:29]([F:32])([F:31])[F:30])(=[O:28])=[O:27], predict the reactants needed to synthesize it. The reactants are: [F:1][CH:2]([F:16])[O:3][C:4]1[CH:5]=[C:6]2[C:11](=[CH:12][CH:13]=1)[O:10][C:9](=[O:14])[CH:8]=[C:7]2[OH:15].C(N(CC)C(C)C)(C)C.[S:26](O[S:26]([C:29]([F:32])([F:31])[F:30])(=[O:28])=[O:27])([C:29]([F:32])([F:31])[F:30])(=[O:28])=[O:27]. (6) Given the product [C:5]([C:9]1[CH:13]=[C:12]([NH:14][C:34](=[O:35])[C:33]2[CH:38]=[CH:39][CH:40]=[C:31]([O:30][C:29]3[CH:28]=[CH:27][N:26]=[C:25]4[NH:41][C:22](=[O:21])[NH:23][C:24]=34)[CH:32]=2)[N:11]([C:15]2[CH:20]=[CH:19][CH:18]=[CH:17][CH:16]=2)[N:10]=1)([CH3:8])([CH3:6])[CH3:7], predict the reactants needed to synthesize it. The reactants are: C[Al](C)C.[C:5]([C:9]1[CH:13]=[C:12]([NH2:14])[N:11]([C:15]2[CH:20]=[CH:19][CH:18]=[CH:17][CH:16]=2)[N:10]=1)([CH3:8])([CH3:7])[CH3:6].[O:21]=[C:22]1[NH:41][C:25]2=[N:26][CH:27]=[CH:28][C:29]([O:30][C:31]3[CH:32]=[C:33]([CH:38]=[CH:39][CH:40]=3)[C:34](OC)=[O:35])=[C:24]2[NH:23]1. (7) Given the product [F:1][C:2]1[CH:3]=[C:4]([C@H:9]2[CH2:14][C@@H:13]([C:15](=[O:17])[CH2:38][C:37]([O:36][CH2:34][CH3:35])=[O:42])[CH2:12][CH2:11][N:10]2[C:18]([O:20][CH3:21])=[O:19])[CH:5]=[CH:6][C:7]=1[F:8].[F:1][C:2]1[CH:3]=[C:4]([C@H:9]2[CH2:14][C@H:13]([C:39](=[O:41])[CH2:38][C:37]([O:36][CH2:34][CH3:35])=[O:42])[CH2:12][CH2:11][N:10]2[C:18]([O:20][CH3:21])=[O:19])[CH:5]=[CH:6][C:7]=1[F:8], predict the reactants needed to synthesize it. The reactants are: [F:1][C:2]1[CH:3]=[C:4]([CH:9]2[CH2:14][CH:13]([C:15]([OH:17])=O)[CH2:12][CH2:11][N:10]2[C:18]([O:20][CH3:21])=[O:19])[CH:5]=[CH:6][C:7]=1[F:8].N1(C(N2C=CN=C2)=O)C=CN=C1.[CH2:34]([O:36][C:37](=[O:42])[CH2:38][C:39]([OH:41])=O)[CH3:35].[K].[Cl-].[Mg+2].[Cl-].Cl. (8) The reactants are: C[O:2][C:3]([C:5]1[S:6][C:7]([C:12]([F:15])([F:14])[F:13])=[CH:8][C:9]=1[O:10][CH3:11])=[O:4].[OH-].[K+]. Given the product [CH3:11][O:10][C:9]1[CH:8]=[C:7]([C:12]([F:14])([F:15])[F:13])[S:6][C:5]=1[C:3]([OH:4])=[O:2], predict the reactants needed to synthesize it. (9) Given the product [ClH:28].[ClH:43].[CH2:36]([N:33]1[CH2:34][CH2:35][CH:30]([N:19]([CH:17]([C:13]2[CH:12]=[C:11]([C:6]3[CH:7]=[CH:8][CH:9]=[CH:10][C:5]=3[CH2:4][NH:3][CH2:44][C:45]([NH2:47])=[O:46])[CH:16]=[CH:15][CH:14]=2)[CH3:18])[C:20](=[O:29])[CH2:21][C:22]2[CH:27]=[CH:26][C:25]([Cl:28])=[CH:24][CH:23]=2)[CH2:31][CH2:32]1)[C:37]1[CH:38]=[CH:39][CH:40]=[CH:41][CH:42]=1, predict the reactants needed to synthesize it. The reactants are: Cl.Cl.[NH2:3][CH2:4][C:5]1[CH:10]=[CH:9][CH:8]=[CH:7][C:6]=1[C:11]1[CH:16]=[CH:15][CH:14]=[C:13]([CH:17]([N:19]([CH:30]2[CH2:35][CH2:34][N:33]([CH2:36][C:37]3[CH:42]=[CH:41][CH:40]=[CH:39][CH:38]=3)[CH2:32][CH2:31]2)[C:20](=[O:29])[CH2:21][C:22]2[CH:27]=[CH:26][C:25]([Cl:28])=[CH:24][CH:23]=2)[CH3:18])[CH:12]=1.[Cl:43][CH2:44][C:45]([NH2:47])=[O:46].C(=O)([O-])[O-].[K+].[K+].Cl. (10) Given the product [CH3:8][O:9][C:10]1[CH:11]=[CH:12][C:13]([C:16]2[CH:20]=[C:19]([C:21]([O:23][CH3:1])=[O:22])[N:18]([CH3:24])[N:17]=2)=[CH:14][CH:15]=1, predict the reactants needed to synthesize it. The reactants are: [CH3:1][Si](C=[N+]=[N-])(C)C.[CH3:8][O:9][C:10]1[CH:15]=[CH:14][C:13]([C:16]2[CH:20]=[C:19]([C:21]([OH:23])=[O:22])[N:18]([CH3:24])[N:17]=2)=[CH:12][CH:11]=1.